This data is from Retrosynthesis with 50K atom-mapped reactions and 10 reaction types from USPTO. The task is: Predict the reactants needed to synthesize the given product. (1) Given the product Cc1cc(-c2ccc(OC(F)(F)F)cc2)cc(C)c1C(=O)N1CCC(N2CCC(O)CC2)CC1, predict the reactants needed to synthesize it. The reactants are: Cc1cc(Br)cc(C)c1C(=O)N1CCC(N2CCC(O)CC2)CC1.OB(O)c1ccc(OC(F)(F)F)cc1. (2) Given the product O=C(NCc1cccnc1)Oc1ccc([N+](=O)[O-])cc1, predict the reactants needed to synthesize it. The reactants are: NCc1cccnc1.O=C(Cl)Oc1ccc([N+](=O)[O-])cc1. (3) Given the product N=C(N)NN=Cc1c(Cl)ccc([N+](=O)[O-])c1Cl, predict the reactants needed to synthesize it. The reactants are: N=C(N)NN.O=Cc1c(Cl)ccc([N+](=O)[O-])c1Cl. (4) Given the product CC(C)C[C@H](N)C(=O)N[C@@H](C)P(=O)(O)O, predict the reactants needed to synthesize it. The reactants are: CC(C)C[C@H](NC(=O)OCc1ccccc1)C(=O)N[C@@H](C)P(=O)(O)O. (5) Given the product CC(C)(C)OC(=O)N1CCO[C@H](Cn2cc(Nc3ncnc(N4CCN(c5ncc(Br)cn5)CC4)n3)cn2)C1, predict the reactants needed to synthesize it. The reactants are: Brc1cnc(N2CCNCC2)nc1.CC(C)(C)OC(=O)N1CCO[C@H](Cn2cc(Nc3ncnc(Cl)n3)cn2)C1. (6) Given the product O=S(=O)(NCCN1CCN(CCCSc2ccccc2)CC1)c1ccc(Cl)c2ncccc12, predict the reactants needed to synthesize it. The reactants are: NCCN1CCN(CCCSc2ccccc2)CC1.O=S(=O)(O)c1ccc(Cl)c2ncccc12.